This data is from Forward reaction prediction with 1.9M reactions from USPTO patents (1976-2016). The task is: Predict the product of the given reaction. Given the reactants Br[C:2]1[CH:7]=[CH:6][C:5]([N:8]([C:25](=[O:34])/[CH:26]=[CH:27]/[C:28]2[CH:33]=[CH:32][CH:31]=[CH:30][CH:29]=2)[CH2:9][C:10]([N:12]2[CH2:16][CH2:15][C@H:14]([NH:17][C:18](=[O:24])[O:19][C:20]([CH3:23])([CH3:22])[CH3:21])[CH2:13]2)=[O:11])=[CH:4][CH:3]=1.C([O-])(=O)C.[K+].[B:40]1([B:40]2[O:44][C:43]([CH3:46])([CH3:45])[C:42]([CH3:48])([CH3:47])[O:41]2)[O:44][C:43]([CH3:46])([CH3:45])[C:42]([CH3:48])([CH3:47])[O:41]1, predict the reaction product. The product is: [CH3:47][C:42]1([CH3:48])[C:43]([CH3:46])([CH3:45])[O:44][B:40]([C:2]2[CH:7]=[CH:6][C:5]([N:8]([C:25](=[O:34])/[CH:26]=[CH:27]/[C:28]3[CH:33]=[CH:32][CH:31]=[CH:30][CH:29]=3)[CH2:9][C:10]([N:12]3[CH2:16][CH2:15][C@H:14]([NH:17][C:18](=[O:24])[O:19][C:20]([CH3:23])([CH3:22])[CH3:21])[CH2:13]3)=[O:11])=[CH:4][CH:3]=2)[O:41]1.